Dataset: Full USPTO retrosynthesis dataset with 1.9M reactions from patents (1976-2016). Task: Predict the reactants needed to synthesize the given product. Given the product [CH:21]([N:20]1[C:16]([C:10]2[N:11]=[C:12]3[C:13]4[CH:14]=[CH:15][C:2]([N:35]5[CH2:36][CH2:37][CH2:38][CH:34]5[CH:31]5[CH2:30][CH2:29][N:28]([CH:25]([CH3:27])[CH3:26])[CH2:33][CH2:32]5)=[CH:3][C:4]=4[O:5][CH2:6][CH2:7][N:8]3[CH:9]=2)=[N:17][CH:18]=[N:19]1)([CH3:23])[CH3:22], predict the reactants needed to synthesize it. The reactants are: Br[C:2]1[CH:3]=[C:4]2[C:13](=[CH:14][CH:15]=1)[C:12]1[N:8]([CH:9]=[C:10]([C:16]3[N:20]([CH:21]([CH3:23])[CH3:22])[N:19]=[CH:18][N:17]=3)[N:11]=1)[CH2:7][CH2:6][O:5]2.Cl.[CH:25]([N:28]1[CH2:33][CH2:32][CH:31]([CH:34]2[CH2:38][CH2:37][CH2:36][NH:35]2)[CH2:30][CH2:29]1)([CH3:27])[CH3:26].